Predict the reaction yield, written as a fraction of the theoretical maximum amount of product (1.0 means a 100% yield; for example, 0.34 means a 34% yield). From a dataset of Reaction yield outcomes from USPTO patents with 853,638 reactions. The reactants are [C:1]([C:9]1[CH:13]=[C:12]([C:14]2[CH:19]=[CH:18][CH:17]=[CH:16][CH:15]=2)[S:11][C:10]=1[NH:20]C(=O)C)(=[O:8])[C:2]1[CH:7]=[CH:6][CH:5]=[CH:4][CH:3]=1.[OH-].[Na+].[NH4+].[Cl-]. The catalyst is CCO. The product is [NH2:20][C:10]1[S:11][C:12]([C:14]2[CH:19]=[CH:18][CH:17]=[CH:16][CH:15]=2)=[CH:13][C:9]=1[C:1]([C:2]1[CH:7]=[CH:6][CH:5]=[CH:4][CH:3]=1)=[O:8]. The yield is 0.980.